Dataset: Full USPTO retrosynthesis dataset with 1.9M reactions from patents (1976-2016). Task: Predict the reactants needed to synthesize the given product. (1) Given the product [CH2:18]([O:17][C:14]1[CH:15]=[CH:16][C:11]([CH:10]=[O:27])=[CH:12][CH:13]=1)[C:19]1[CH:24]=[CH:23][CH:22]=[CH:21][CH:20]=1.[CH2:1]([O:3][CH:4]([CH2:10][C:11]1[CH:12]=[CH:13][C:14]([OH:17])=[CH:15][CH:16]=1)[C:5]([O:7][CH2:8][CH3:9])=[O:6])[CH3:2], predict the reactants needed to synthesize it. The reactants are: [CH2:1]([O:3][CH:4]([CH2:10][C:11]1[CH:16]=[CH:15][C:14]([O:17][CH2:18][C:19]2[CH:24]=[CH:23][CH:22]=[CH:21][CH:20]=2)=[CH:13][CH:12]=1)[C:5]([O:7][CH2:8][CH3:9])=[O:6])[CH3:2].[H][H].[O:27]1CCCC1. (2) The reactants are: [NH2:1][C:2]1[S:3][CH:4]=[CH:5][N:6]=1.[C:7]([N+:11]#[C-:12])([CH3:10])([CH3:9])[CH3:8].[N:13]1[CH:18]=[CH:17][CH:16]=[CH:15][C:14]=1[CH:19]=O. Given the product [C:7]([NH:11][C:12]1[N:6]2[C:2]([S:3][CH:4]=[CH:5]2)=[N:1][C:19]=1[C:14]1[CH:15]=[CH:16][CH:17]=[CH:18][N:13]=1)([CH3:10])([CH3:9])[CH3:8], predict the reactants needed to synthesize it.